The task is: Regression. Given a peptide amino acid sequence and an MHC pseudo amino acid sequence, predict their binding affinity value. This is MHC class II binding data.. This data is from Peptide-MHC class II binding affinity with 134,281 pairs from IEDB. The peptide sequence is TSSTPEAVSLLCSDK. The MHC is DRB1_0901 with pseudo-sequence DRB1_0901. The binding affinity (normalized) is 0.406.